From a dataset of Catalyst prediction with 721,799 reactions and 888 catalyst types from USPTO. Predict which catalyst facilitates the given reaction. Reactant: [N:1]([C:3]1[CH:7]=[N:6][N:5]([C:8]2[CH:13]=[CH:12][CH:11]=[CH:10][CH:9]=2)[C:4]=1[NH2:14])=O.O.O.Cl[Sn]Cl.CCOC(C)=O.C([O-])(O)=O.[Na+]. Product: [C:8]1([N:5]2[C:4]([NH2:14])=[C:3]([NH2:1])[CH:7]=[N:6]2)[CH:9]=[CH:10][CH:11]=[CH:12][CH:13]=1. The catalyst class is: 14.